Dataset: Experimentally validated miRNA-target interactions with 360,000+ pairs, plus equal number of negative samples. Task: Binary Classification. Given a miRNA mature sequence and a target amino acid sequence, predict their likelihood of interaction. (1) The miRNA is ssc-miR-361-3p with sequence CCCCCAGGUGUGAUUCUGAUUUGC. The protein sequence of the target gene is MGQRAVGSLLLGLLLHARLLAVTHGLRAYDGLSLPEDTETVTASRYGWTYSYLSDDEDLLADDASGDGLGSGDVGSGDFQMVYFRALVNFTRSIEYSPQLEDASAKEFREVSEAVVEKLEPEYRKIPGDQIVSVVFIKELDGWVFVELDVGSEGNADGSQIQEVLHTVVSSGSIGPYVTSPWGFKFRRLGTVPQFPRVCTETEFACHSYNECVALEYRCDRRPDCRDMSDELNCEEPVPELSSSTPAVGKVSPLPLWPEAATTPPPPVTHGPQFLLPSVPGPSACGPQEASCHSGHCIPR.... Result: 0 (no interaction). (2) The protein sequence of the target gene is MAWQVSLLELEDRLQCPICLEVFKESLMLQCGHSYCKGCLVSLSYHLDTKVRCPMCWQVVDGSSSLPNVSLAWVIEALRLPGDPEPKVCVHHRNPLSLFCEKDQELICGLCGLLGSHQHHPVTPVSTVCSRMKEELAALFSELKQEQKKVDELIAKLVKNRTRIVNESDVFSWVIRREFQELRHPVDEEKARCLEGIGGHTRGLVASLDMQLEQAQGTRERLAQAECVLEQFGNEDHHEFIWKFHSMASR. Result: 0 (no interaction). The miRNA is cel-miR-360-3p with sequence UGACCGUAAUCCCGUUCACAA.